This data is from Full USPTO retrosynthesis dataset with 1.9M reactions from patents (1976-2016). The task is: Predict the reactants needed to synthesize the given product. (1) Given the product [C:17]1([C:2]2[CH:7]=[C:6]([CH3:8])[CH:5]=[CH:4][N:3]=2)[CH:22]=[CH:21][CH:20]=[CH:19][CH:18]=1, predict the reactants needed to synthesize it. The reactants are: Br[C:2]1[CH:7]=[C:6]([CH3:8])[CH:5]=[CH:4][N:3]=1.[Cl-].[Li+].C(=O)([O-])[O-].[Na+].[Na+].[C:17]1(B(O)O)[CH:22]=[CH:21][CH:20]=[CH:19][CH:18]=1. (2) Given the product [NH2:21][C:4]1[CH:3]=[C:2]([Br:1])[CH:7]=[CH:6][C:5]=1[NH:8][C:9](=[O:20])[CH2:10][CH2:11][CH2:12][CH2:13][CH2:14][CH2:15][C:16]([O:18][CH3:19])=[O:17], predict the reactants needed to synthesize it. The reactants are: [Br:1][C:2]1[CH:7]=[CH:6][C:5]([NH:8][C:9](=[O:20])[CH2:10][CH2:11][CH2:12][CH2:13][CH2:14][CH2:15][C:16]([O:18][CH3:19])=[O:17])=[C:4]([N+:21]([O-])=O)[CH:3]=1.Cl[Sn]Cl.O. (3) Given the product [CH2:1]([O:8][C:9]1[N:10]=[N:11][C:12]([C:15]#[CH:16])=[CH:13][CH:14]=1)[C:2]1[CH:3]=[CH:4][CH:5]=[CH:6][CH:7]=1, predict the reactants needed to synthesize it. The reactants are: [CH2:1]([O:8][C:9]1[N:10]=[N:11][C:12]([C:15]#[C:16][Si](C)(C)C)=[CH:13][CH:14]=1)[C:2]1[CH:7]=[CH:6][CH:5]=[CH:4][CH:3]=1.[OH-].[Na+].C(O)(=O)CC(CC(O)=O)(C(O)=O)O. (4) The reactants are: Cl.Cl.[NH:3]1[CH2:8][CH2:7][CH:6]([O:9][C:10]2[CH:25]=[CH:24][C:13]([O:14][CH2:15][CH2:16][CH2:17][N:18]3[CH2:23][CH2:22][CH2:21][CH2:20][CH2:19]3)=[CH:12][CH:11]=2)[CH2:5][CH2:4]1.[Cl:26]CCl.[CH:29]1([C:33](Cl)=[O:34])[CH2:32][CH2:31][CH2:30]1. Given the product [ClH:26].[CH:29]1([C:33]([N:3]2[CH2:4][CH2:5][CH:6]([O:9][C:10]3[CH:11]=[CH:12][C:13]([O:14][CH2:15][CH2:16][CH2:17][N:18]4[CH2:23][CH2:22][CH2:21][CH2:20][CH2:19]4)=[CH:24][CH:25]=3)[CH2:7][CH2:8]2)=[O:34])[CH2:32][CH2:31][CH2:30]1, predict the reactants needed to synthesize it. (5) Given the product [NH:50]1[CH:49]=[C:48]([CH2:47][CH2:46][NH:45][C:11]([C:10]2[C:5]3[N:4]=[C:3]([CH2:15][N:16]([CH3:27])[CH:17]4[C:26]5[N:25]=[CH:24][CH:23]=[CH:22][C:21]=5[CH2:20][CH2:19][CH2:18]4)[N:2]([CH3:1])[C:6]=3[CH:7]=[CH:8][CH:9]=2)=[O:13])[N:52]=[CH:51]1, predict the reactants needed to synthesize it. The reactants are: [CH3:1][N:2]1[C:6]2[CH:7]=[CH:8][CH:9]=[C:10]([C:11]([O:13]C)=O)[C:5]=2[N:4]=[C:3]1[CH2:15][N:16]([CH3:27])[CH:17]1[C:26]2[N:25]=[CH:24][CH:23]=[CH:22][C:21]=2[CH2:20][CH2:19][CH2:18]1.[OH-].[Li+].O=C1N(P(Cl)(N2CCOC2=O)=O)CCO1.[NH2:45][CH2:46][CH2:47][C:48]1[N:52]=[CH:51][NH:50][CH:49]=1.C(N(CC)C(C)C)(C)C.